Predict the reactants needed to synthesize the given product. From a dataset of Full USPTO retrosynthesis dataset with 1.9M reactions from patents (1976-2016). (1) Given the product [CH3:12][O:11][C:2]1[CH:3]=[CH:4][C:5]2[CH2:6][CH2:7][CH2:8][CH2:9][C:10]=2[N:1]=1, predict the reactants needed to synthesize it. The reactants are: [NH:1]1[C:10]2[CH2:9][CH2:8][CH2:7][CH2:6][C:5]=2[CH:4]=[CH:3][C:2]1=[O:11].[CH3:12]I. (2) Given the product [CH2:1]([O:8][C:9](=[O:19])[NH:10][C:11]1[C:12]([O:18][CH3:20])=[N:13][CH:14]=[C:15]([I:17])[CH:16]=1)[C:2]1[CH:7]=[CH:6][CH:5]=[CH:4][CH:3]=1, predict the reactants needed to synthesize it. The reactants are: [CH2:1]([O:8][C:9](=[O:19])[NH:10][C:11]1[C:12](=[O:18])[NH:13][CH:14]=[C:15]([I:17])[CH:16]=1)[C:2]1[CH:7]=[CH:6][CH:5]=[CH:4][CH:3]=1.[CH3:20]I. (3) Given the product [CH2:1]([O:8][C:9]1[CH:14]=[C:13]([CH2:15][S:21][CH3:20])[CH:12]=[CH:11][C:10]=1[N+:17]([O-:19])=[O:18])[C:2]1[CH:7]=[CH:6][CH:5]=[CH:4][CH:3]=1, predict the reactants needed to synthesize it. The reactants are: [CH2:1]([O:8][C:9]1[CH:14]=[C:13]([CH2:15]Br)[CH:12]=[CH:11][C:10]=1[N+:17]([O-:19])=[O:18])[C:2]1[CH:7]=[CH:6][CH:5]=[CH:4][CH:3]=1.[CH3:20][S-:21].[Na+].O.